This data is from Catalyst prediction with 721,799 reactions and 888 catalyst types from USPTO. The task is: Predict which catalyst facilitates the given reaction. (1) Reactant: [CH2:1]([O:8][C:9]1[CH:13]=[C:12]([CH:14]=O)[N:11]([C:16]2[CH:21]=[CH:20][CH:19]=[CH:18][CH:17]=2)[N:10]=1)[C:2]1[CH:7]=[CH:6][CH:5]=[CH:4][CH:3]=1.C(OP([CH2:30][C:31]([O:33][CH2:34][CH3:35])=[O:32])(OCC)=O)C.CN(C)C=O.[H-].[Na+]. Product: [CH2:1]([O:8][C:9]1[CH:13]=[C:12](/[CH:14]=[CH:30]/[C:31]([O:33][CH2:34][CH3:35])=[O:32])[N:11]([C:16]2[CH:21]=[CH:20][CH:19]=[CH:18][CH:17]=2)[N:10]=1)[C:2]1[CH:7]=[CH:6][CH:5]=[CH:4][CH:3]=1. The catalyst class is: 6. (2) Reactant: C(OC(=O)[NH:7][C:8]1[CH:13]=[CH:12][C:11]([F:14])=[CH:10][C:9]=1[NH:15][C:16](=[O:33])[CH2:17][C:18]([C:20]1[CH:25]=[CH:24][CH:23]=[C:22]([C:26]2[C:27]([CH3:32])=[N:28][CH:29]=[CH:30][CH:31]=2)[CH:21]=1)=O)(C)(C)C.C(O)(C(F)(F)F)=O. Product: [F:14][C:11]1[CH:12]=[CH:13][C:8]2[N:7]=[C:18]([C:20]3[CH:25]=[CH:24][CH:23]=[C:22]([C:26]4[C:27]([CH3:32])=[N:28][CH:29]=[CH:30][CH:31]=4)[CH:21]=3)[CH2:17][C:16](=[O:33])[NH:15][C:9]=2[CH:10]=1. The catalyst class is: 2. (3) Reactant: Cl[C:2]1[C:7]([C:8]#[N:9])=[C:6]([C:10]2[CH:15]=[CH:14][CH:13]=[CH:12][C:11]=2[F:16])[N:5]=[C:4]([NH:17][CH:18]2[CH2:20][CH2:19]2)[N:3]=1.[SH:21][CH2:22][C:23]([NH2:25])=[O:24].C([O-])([O-])=O.[Na+].[Na+].CC[O-].[Na+]. Product: [NH2:9][C:8]1[C:7]2[C:6]([C:10]3[CH:15]=[CH:14][CH:13]=[CH:12][C:11]=3[F:16])=[N:5][C:4]([NH:17][CH:18]3[CH2:20][CH2:19]3)=[N:3][C:2]=2[S:21][C:22]=1[C:23]([NH2:25])=[O:24]. The catalyst class is: 40. (4) Reactant: [CH3:1][C:2]1[C:3]([O:8][C:9]2[CH:10]=[C:11]([CH2:15]O)[CH:12]=[CH:13][CH:14]=2)=[N:4][CH:5]=[CH:6][CH:7]=1.S(Cl)([Cl:19])=O.C(=O)(O)[O-].[Na+]. Product: [Cl:19][CH2:15][C:11]1[CH:10]=[C:9]([CH:14]=[CH:13][CH:12]=1)[O:8][C:3]1[C:2]([CH3:1])=[CH:7][CH:6]=[CH:5][N:4]=1. The catalyst class is: 4. (5) Reactant: C([O:4][C:5]1([C@:9]2([C:29]([N:31]3[CH2:36][C@@H:35]4[CH2:37][C@H:32]3[CH2:33][N:34]4[C:38]([O:40][C:41]([CH3:44])([CH3:43])[CH3:42])=[O:39])=[O:30])[CH2:13][CH2:12][C@@H:11]([N:14]([C:23](=[O:28])[C:24]([F:27])([F:26])[F:25])[C@@H:15]3[C@H:20]([O:21][CH3:22])[CH2:19][O:18][CH2:17][CH2:16]3)[CH2:10]2)[CH2:8][CH2:7][CH2:6]1)(=O)C.C(=O)([O-])[O-].[K+].[K+]. Product: [C:41]([O:40][C:38]([N:34]1[CH2:33][C@@H:32]2[CH2:37][C@H:35]1[CH2:36][N:31]2[C:29]([C@@:9]1([C:5]2([OH:4])[CH2:6][CH2:7][CH2:8]2)[CH2:13][CH2:12][C@@H:11]([N:14]([C:23](=[O:28])[C:24]([F:26])([F:27])[F:25])[C@@H:15]2[C@H:20]([O:21][CH3:22])[CH2:19][O:18][CH2:17][CH2:16]2)[CH2:10]1)=[O:30])=[O:39])([CH3:44])([CH3:42])[CH3:43]. The catalyst class is: 5. (6) Reactant: [CH3:1][O:2][C:3]1[CH:4]=[C:5]([CH:10]=[CH:11][C:12]=1[N+:13]([O-:15])=[O:14])[O:6][CH2:7][CH2:8][OH:9].N1C=CC=CC=1.[C:22](Cl)(=[O:24])[CH3:23]. Product: [C:22]([O:9][CH2:8][CH2:7][O:6][C:5]1[CH:10]=[CH:11][C:12]([N+:13]([O-:15])=[O:14])=[C:3]([O:2][CH3:1])[CH:4]=1)(=[O:24])[CH3:23]. The catalyst class is: 1.